Dataset: Forward reaction prediction with 1.9M reactions from USPTO patents (1976-2016). Task: Predict the product of the given reaction. (1) Given the reactants CC1C=CC(S(O[CH2:12][CH2:13][C:14]2[O:15][C:16]3[C:22]([Cl:23])=[CH:21][C:20]([Br:24])=[CH:19][C:17]=3[CH:18]=2)(=O)=O)=CC=1.[CH3:25][O:26][CH:27]([O:30][CH3:31])[CH2:28][NH2:29].O, predict the reaction product. The product is: [Br:24][C:20]1[CH:21]=[C:22]([Cl:23])[C:16]2[O:15][C:14]([CH2:13][CH2:12][NH:29][CH2:28][CH:27]([O:30][CH3:31])[O:26][CH3:25])=[CH:18][C:17]=2[CH:19]=1. (2) The product is: [S:2]([OH:5])(=[O:4])(=[O:3])[CH3:1].[F:6][C:7]1[CH:8]=[C:9]2[C:14](=[CH:15][C:16]=1[N:17]1[CH2:22][CH2:21][NH:20][CH2:19][CH2:18]1)[N:13]1[C@@H:23]([CH3:25])[S:24][C:12]1=[C:11]([C:26]([OH:28])=[O:27])[C:10]2=[O:29]. Given the reactants [CH3:1][S:2]([OH:5])(=[O:4])=[O:3].[F:6][C:7]1[CH:8]=[C:9]2[C:14](=[CH:15][C:16]=1[N:17]1[CH2:22][CH2:21][NH:20][CH2:19][CH2:18]1)[N:13]1[C@@H:23]([CH3:25])[S:24][C:12]1=[C:11]([C:26]([OH:28])=[O:27])[C:10]2=[O:29], predict the reaction product. (3) Given the reactants [CH3:1][O:2][C:3](=[O:19])[CH2:4][O:5][CH2:6]/[CH:7]=[CH:8]\[CH2:9][N:10]1[C:15](=[O:16])[CH2:14][CH2:13][CH2:12][C@@H:11]1[CH2:17][OH:18].[H][H], predict the reaction product. The product is: [CH3:1][O:2][C:3](=[O:19])[CH2:4][O:5][CH2:6][CH2:7][CH2:8][CH2:9][N:10]1[C:15](=[O:16])[CH2:14][CH2:13][CH2:12][C@@H:11]1[CH2:17][OH:18]. (4) Given the reactants [CH:1]1([CH:7]([NH:18][C:19]2[CH:27]=[CH:26][C:22]([C:23](O)=[O:24])=[CH:21][CH:20]=2)[C:8]2[O:16][C:15]3[C:10](=[N:11][CH:12]=[CH:13][CH:14]=3)[C:9]=2[CH3:17])[CH2:6][CH2:5][CH2:4][CH2:3][CH2:2]1.[CH3:28][NH:29][CH2:30][CH2:31][C:32]([O:34][CH2:35][CH3:36])=[O:33].O.ON1C2C=CC=CC=2N=N1.Cl.C(N=C=NCCCN(C)C)C.[Cl-].[NH4+], predict the reaction product. The product is: [CH:1]1([CH:7]([NH:18][C:19]2[CH:20]=[CH:21][C:22]([C:23]([N:29]([CH3:28])[CH2:30][CH2:31][C:32]([O:34][CH2:35][CH3:36])=[O:33])=[O:24])=[CH:26][CH:27]=2)[C:8]2[O:16][C:15]3[C:10](=[N:11][CH:12]=[CH:13][CH:14]=3)[C:9]=2[CH3:17])[CH2:6][CH2:5][CH2:4][CH2:3][CH2:2]1. (5) Given the reactants [CH2:1]([N:3]([CH2:18][CH3:19])[CH2:4][CH2:5][NH:6][C:7]([C:9]1[C:13]([CH3:14])=[C:12]([CH:15]=O)[NH:11][C:10]=1[CH3:17])=[O:8])[CH3:2].[F:20][C:21]1[CH:22]=[C:23]2[C:27](=[CH:28][CH:29]=1)[NH:26][C:25](=[O:30])[CH2:24]2.C1CCCCCC1.N1CCCC1, predict the reaction product. The product is: [CH3:2][CH2:1][N:3]([CH2:4][CH2:5][NH:6][C:7]([C:9]1[C:13]([CH3:14])=[C:12](/[CH:15]=[C:24]2/[C:23]3[CH:22]=[C:21]([F:20])[CH:29]=[CH:28][C:27]=3[NH:26][C:25]/2=[O:30])[NH:11][C:10]=1[CH3:17])=[O:8])[CH2:18][CH3:19].